This data is from Forward reaction prediction with 1.9M reactions from USPTO patents (1976-2016). The task is: Predict the product of the given reaction. Given the reactants O=C1C2C(=CC=CC=2)C(=O)[N:3]1[N:12]([CH2:20][CH3:21])[C:13](=[O:19])[O:14][C:15]([CH3:18])([CH3:17])[CH3:16].CNN, predict the reaction product. The product is: [CH2:20]([N:12]([C:13]([O:14][C:15]([CH3:16])([CH3:18])[CH3:17])=[O:19])[NH2:3])[CH3:21].